This data is from CYP2D6 inhibition data for predicting drug metabolism from PubChem BioAssay. The task is: Regression/Classification. Given a drug SMILES string, predict its absorption, distribution, metabolism, or excretion properties. Task type varies by dataset: regression for continuous measurements (e.g., permeability, clearance, half-life) or binary classification for categorical outcomes (e.g., BBB penetration, CYP inhibition). Dataset: cyp2d6_veith. The compound is Nc1ccc(S(=O)(=O)Nc2ccc(Cl)nn2)cc1. The result is 0 (non-inhibitor).